Dataset: Catalyst prediction with 721,799 reactions and 888 catalyst types from USPTO. Task: Predict which catalyst facilitates the given reaction. (1) Reactant: [Li+].CC([N-]C(C)C)C.C1COCC1.CCCCCCC.CCOCC.B.N.[N:28]1[S:32][N:31]=[C:30]2[CH:33]=[C:34]([CH2:37][C@H:38]([CH3:53])[C:39](N([C@H](C)[C@H](O)C3C=CC=CC=3)C)=[O:40])[CH:35]=[CH:36][C:29]=12.Cl. Product: [N:28]1[S:32][N:31]=[C:30]2[CH:33]=[C:34]([CH2:37][C@H:38]([CH3:53])[CH2:39][OH:40])[CH:35]=[CH:36][C:29]=12. The catalyst class is: 1. (2) Product: [CH2:28]([C:25]1[N:24]=[C:23]([CH:22]=[CH:21][C:9]2[CH:8]=[C:7]([OH:6])[C:12]([OH:13])=[CH:11][CH:10]=2)[O:27][N:26]=1)[CH3:29]. The catalyst class is: 1. Reactant: C([Si](C)(C)[O:6][C:7]1[CH:8]=[C:9]([CH:21]=[CH:22][C:23]2[O:27][N:26]=[C:25]([CH2:28][CH3:29])[N:24]=2)[CH:10]=[CH:11][C:12]=1[O:13][Si](C(C)(C)C)(C)C)(C)(C)C.[F-].C([N+](CCCC)(CCCC)CCCC)CCC. (3) Reactant: [N:1]([C:4]1[CH:17]=[C:16]2[C:7]([O:8][C:9]3[C:10]([F:26])=[CH:11][C:12]([O:24][CH3:25])=[CH:13][C:14]=3[C@@:15]32[CH2:22][CH2:21][S:20][C:19]([NH2:23])=[N:18]3)=[CH:6][CH:5]=1)=[N+]=[N-].C(O)C. Product: [F:26][C:10]1[C:9]2[O:8][C:7]3[C:16](=[CH:17][C:4]([NH2:1])=[CH:5][CH:6]=3)[C@@:15]3([CH2:22][CH2:21][S:20][C:19]([NH2:23])=[N:18]3)[C:14]=2[CH:13]=[C:12]([O:24][CH3:25])[CH:11]=1. The catalyst class is: 350. (4) Reactant: [CH3:1][O:2][C:3]([C:5]1[S:14][C:8]2[N:9]=[CH:10][N:11]=[C:12](Cl)[C:7]=2[C:6]=1[CH3:15])=[O:4].[NH2:16][C:17]1[CH:22]=[CH:21][C:20]([F:23])=[CH:19][C:18]=1[OH:24].O.C1(C)C=CC(S(O)(=O)=O)=CC=1. Product: [F:23][C:20]1[CH:21]=[CH:22][C:17]([NH:16][C:12]2[C:7]3[C:6]([CH3:15])=[C:5]([C:3]([O:2][CH3:1])=[O:4])[S:14][C:8]=3[N:9]=[CH:10][N:11]=2)=[C:18]([OH:24])[CH:19]=1. The catalyst class is: 12. (5) Reactant: [CH:1]1([O:6][C:7](=[O:41])[C@@H:8](N)[CH2:9][CH2:10][O:11][C:12]2[CH:21]=[C:20]3[C:15]([C:16]([O:22][C:23]4[CH:28]=[CH:27][C:26]([NH:29][C:30](=[O:37])[C:31]5[CH:36]=[CH:35][CH:34]=[CH:33][CH:32]=5)=[CH:25][CH:24]=4)=[CH:17][CH:18]=[N:19]3)=[CH:14][C:13]=2[O:38][CH3:39])[CH2:5][CH2:4][CH2:3][CH2:2]1.[CH:42](=O)[CH3:43].[C:45]([BH3-])#[N:46].[Na+].[CH3:49]O. Product: [CH:1]1([O:6][C:7](=[O:41])[C@@H:8]([N:46]([CH2:45][CH3:49])[CH2:42][CH3:43])[CH2:9][CH2:10][O:11][C:12]2[CH:21]=[C:20]3[C:15]([C:16]([O:22][C:23]4[CH:28]=[CH:27][C:26]([NH:29][C:30](=[O:37])[C:31]5[CH:36]=[CH:35][CH:34]=[CH:33][CH:32]=5)=[CH:25][CH:24]=4)=[CH:17][CH:18]=[N:19]3)=[CH:14][C:13]=2[O:38][CH3:39])[CH2:2][CH2:3][CH2:4][CH2:5]1. The catalyst class is: 15.